Task: Predict the product of the given reaction.. Dataset: Forward reaction prediction with 1.9M reactions from USPTO patents (1976-2016) (1) Given the reactants [NH2:1][OH:2].[NH:3]1[CH2:6][CH:5]([C:7]2[CH:12]=[CH:11][C:10]([C:13](=O)[CH:14]=[C:15]([C:20]3[CH:25]=[CH:24][CH:23]=[CH:22][CH:21]=3)[C:16]([F:19])([F:18])[F:17])=[CH:9][CH:8]=2)[CH2:4]1.COC1C=CC2N=CC=C([C@@H](O)[C@H]3N4C[C@H](C=C)[C@@H](CC4)C3)C=2C=1, predict the reaction product. The product is: [NH:3]1[CH2:6][CH:5]([C:7]2[CH:12]=[CH:11][C:10]([C:13]3[CH2:14][C:15]([C:20]4[CH:25]=[CH:24][CH:23]=[CH:22][CH:21]=4)([C:16]([F:19])([F:18])[F:17])[O:2][N:1]=3)=[CH:9][CH:8]=2)[CH2:4]1. (2) Given the reactants [CH3:1][C:2]1[S:6][C:5]([CH:7]2[CH2:9][CH:8]2[C:10]([O:12]C(C)(C)C)=[O:11])=[CH:4][CH:3]=1.FC(F)(F)C(O)=O, predict the reaction product. The product is: [CH3:1][C:2]1[S:6][C:5]([CH:7]2[CH2:9][CH:8]2[C:10]([OH:12])=[O:11])=[CH:4][CH:3]=1. (3) Given the reactants [N:1]1([CH2:7][C:8]([N:10]2[CH2:15][CH2:14][CH:13]([C:16]3[O:20][C:19]([C:21]4[CH:22]=[C:23]5[C:27](=[CH:28][CH:29]=4)[C:26](=[N:30][OH:31])[CH2:25][CH2:24]5)=[C:18]([C:32]4[CH:37]=[CH:36][N:35]=[CH:34][CH:33]=4)[CH:17]=3)[CH2:12][CH2:11]2)=[O:9])[CH2:6][CH2:5]O[CH2:3][CH2:2]1.[NH:38]1CCNCC1, predict the reaction product. The product is: [N:1]1([CH2:7][C:8]([N:10]2[CH2:11][CH2:12][CH:13]([C:16]3[O:20][C:19]([C:21]4[CH:22]=[C:23]5[C:27](=[CH:28][CH:29]=4)[C:26](=[N:30][OH:31])[CH2:25][CH2:24]5)=[C:18]([C:32]4[CH:33]=[CH:34][N:35]=[CH:36][CH:37]=4)[CH:17]=3)[CH2:14][CH2:15]2)=[O:9])[CH2:6][CH2:5][NH:38][CH2:3][CH2:2]1.